Predict the product of the given reaction. From a dataset of Forward reaction prediction with 1.9M reactions from USPTO patents (1976-2016). (1) Given the reactants [OH:1][C:2]1([CH2:9][NH:10][C:11]([C:13]2[C:14]3[CH:15]=[CH:16][C:17](Cl)=[N:18][C:19]=3[CH:20]=[CH:21][C:22]=2[Cl:23])=[O:12])[CH2:7][CH2:6][CH2:5][CH:4]([CH3:8])[CH2:3]1.CCN(C(C)C)C(C)C.[F:34][CH:35]1[CH2:39][CH2:38][NH:37][CH2:36]1, predict the reaction product. The product is: [OH:1][C:2]1([CH2:9][NH:10][C:11]([C:13]2[C:14]3[CH:15]=[CH:16][C:17]([N:37]4[CH2:38][CH2:39][CH:35]([F:34])[CH2:36]4)=[N:18][C:19]=3[CH:20]=[CH:21][C:22]=2[Cl:23])=[O:12])[CH2:7][CH2:6][CH2:5][CH:4]([CH3:8])[CH2:3]1. (2) Given the reactants [H-].[Na+].[CH3:3][S:4][CH2:5][CH2:6][CH2:7][OH:8].C(S[C:13]1[N:14]([C:25]2[CH:30]=[CH:29][C:28]([O:31][CH2:32][C:33]([F:36])([F:35])[F:34])=[CH:27][CH:26]=2)[C:15](=[O:24])[C:16]2[CH:22]=[CH:21][C:20](=[O:23])[NH:19][C:17]=2[N:18]=1)CC.O, predict the reaction product. The product is: [CH3:3][S:4][CH2:5][CH2:6][CH2:7][O:8][C:13]1[N:14]([C:25]2[CH:26]=[CH:27][C:28]([O:31][CH2:32][C:33]([F:36])([F:35])[F:34])=[CH:29][CH:30]=2)[C:15](=[O:24])[C:16]2[CH:22]=[CH:21][C:20](=[O:23])[NH:19][C:17]=2[N:18]=1. (3) Given the reactants C(=O)([O-])[O-].[K+].[K+].[I-].[Na+].[C:9]1([CH:15]2[CH2:20][CH2:19][CH2:18][CH2:17][NH:16]2)[CH:14]=[CH:13][CH:12]=[CH:11][CH:10]=1.[Cl:21][CH2:22][CH2:23][CH2:24][O:25][C:26]1[CH:43]=[CH:42][C:29]2[N:30]([CH2:40][CH3:41])[C:31](=[O:39])[C:32]([CH3:38])([CH3:37])[C:33](=[O:36])[N:34]([CH3:35])[C:28]=2[CH:27]=1.C(OC(=O)C)C.Cl, predict the reaction product. The product is: [ClH:21].[CH2:40]([N:30]1[C:31](=[O:39])[C:32]([CH3:37])([CH3:38])[C:33](=[O:36])[N:34]([CH3:35])[C:28]2[CH:27]=[C:26]([O:25][CH2:24][CH2:23][CH2:22][N:16]3[CH2:17][CH2:18][CH2:19][CH2:20][CH:15]3[C:9]3[CH:14]=[CH:13][CH:12]=[CH:11][CH:10]=3)[CH:43]=[CH:42][C:29]1=2)[CH3:41]. (4) The product is: [C:1]1(=[O:8])[O:6][C:4]([CH3:5])=[C:3]([CH2:7][Br:9])[O:2]1. Given the reactants [C:1]1(=[O:8])[O:6][C:4]([CH3:5])=[C:3]([CH3:7])[O:2]1.[Br:9]N1C(=O)CCC1=O, predict the reaction product. (5) Given the reactants [Cl:1][C:2]1[N:3]([CH2:10][CH2:11][C:12]2([CH3:15])[CH2:14][O:13]2)[CH:4]=[C:5]([N+:7]([O-:9])=[O:8])[N:6]=1.[I:16][C:17]1[CH:22]=[CH:21][C:20]([OH:23])=[CH:19][CH:18]=1, predict the reaction product. The product is: [Cl:1][C:2]1[N:3]([CH2:10][CH2:11][C:12]([CH3:15])([OH:13])[CH2:14][O:23][C:20]2[CH:21]=[CH:22][C:17]([I:16])=[CH:18][CH:19]=2)[CH:4]=[C:5]([N+:7]([O-:9])=[O:8])[N:6]=1. (6) Given the reactants [CH3:1][O:2][C:3]1[CH:8]=[CH:7][C:6]([CH:9]2[C:17]3[C:12](=[CH:13][CH:14]=[CH:15][CH:16]=3)[C:11]([C:18]3[CH:23]=[CH:22][CH:21]=[CH:20][CH:19]=3)=[C:10]2[C:24]([O:26]CC)=[O:25])=[CH:5][CH:4]=1.C([SiH](CC)CC)C.B(F)(F)F.CCOCC.Cl, predict the reaction product. The product is: [CH3:1][O:2][C:3]1[CH:8]=[CH:7][C:6]([CH:9]2[C:17]3[C:12](=[CH:13][CH:14]=[CH:15][CH:16]=3)[CH:11]([C:18]3[CH:19]=[CH:20][CH:21]=[CH:22][CH:23]=3)[CH:10]2[C:24]([OH:26])=[O:25])=[CH:5][CH:4]=1. (7) Given the reactants ClC1C=C2C(=CC=1)[N:7](S(C1C=CC=CC=1)(=O)=O)C(C(OCC)=O)=C2S(Cl)(=O)=O.[Br:29][C:30]1[CH:31]=[C:32]2[C:36](=[CH:37][CH:38]=1)[N:35](S(C1C=CC=CC=1)(=O)=O)[C:34]([C:48]([O:50]CC)=O)=[C:33]2[S:53](Cl)(=[O:55])=[O:54].Cl.CN.[CH3:60][NH:61][CH2:62][CH2:63][N:64]1[CH:68]=[N:67][CH:66]=[N:65]1, predict the reaction product. The product is: [Br:29][C:30]1[CH:31]=[C:32]2[C:36](=[CH:37][CH:38]=1)[NH:35][C:34]([C:48]([NH2:7])=[O:50])=[C:33]2[S:53]([N:61]([CH3:60])[CH2:62][CH2:63][N:64]1[CH:68]=[N:67][CH:66]=[N:65]1)(=[O:54])=[O:55]. (8) Given the reactants [CH3:1][O:2][CH2:3][CH2:4][NH:5][CH3:6].O.Br[C:9]1[N:13]([C:14]2[C:22]3[C:18](=[N:19][O:20][N:21]=3)[CH:17]=[CH:16][CH:15]=2)[C:12]([C:23]2[CH:24]=[N:25][C:26]([C:29]3[CH:34]=[CH:33][CH:32]=[CH:31][CH:30]=3)=[CH:27][CH:28]=2)=[N:11][N:10]=1, predict the reaction product. The product is: [N:19]1[O:20][N:21]=[C:22]2[C:14]([N:13]3[C:12]([C:23]4[CH:24]=[N:25][C:26]([C:29]5[CH:34]=[CH:33][CH:32]=[CH:31][CH:30]=5)=[CH:27][CH:28]=4)=[N:11][N:10]=[C:9]3[N:5]([CH2:4][CH2:3][O:2][CH3:1])[CH3:6])=[CH:15][CH:16]=[CH:17][C:18]=12. (9) Given the reactants C1(P(C2C=CC=CC=2)C2C=CC=CC=2)C=CC=CC=1.N1C=CN=C1.[I:25]I.O[CH2:28][CH2:29][CH2:30][CH2:31][NH:32][C:33]([C:35]1[CH2:36][S:37][C:38]2[C:43]([CH:44]=1)=[CH:42][CH:41]=[CH:40][CH:39]=2)=[O:34], predict the reaction product. The product is: [I:25][CH2:28][CH2:29][CH2:30][CH2:31][NH:32][C:33]([C:35]1[CH2:36][S:37][C:38]2[C:43]([CH:44]=1)=[CH:42][CH:41]=[CH:40][CH:39]=2)=[O:34].